This data is from Forward reaction prediction with 1.9M reactions from USPTO patents (1976-2016). The task is: Predict the product of the given reaction. (1) Given the reactants [N:1]1[C:10]2[CH:9]([NH:11][CH2:12][CH2:13][CH2:14][CH2:15][N:16]3[C:24](=[O:25])[C:23]4[C:18](=[CH:19][CH:20]=[CH:21][CH:22]=4)[C:17]3=[O:26])[CH2:8][CH2:7][CH2:6][C:5]=2[CH:4]=[CH:3][CH:2]=1.Br[CH2:28][C:29]1[CH:34]=[CH:33][CH:32]=[C:31]([CH2:35][O:36][CH3:37])[N:30]=1.CCN(C(C)C)C(C)C, predict the reaction product. The product is: [CH3:37][O:36][CH2:35][C:31]1[N:30]=[C:29]([CH2:28][N:11]([CH:9]2[C:10]3[N:1]=[CH:2][CH:3]=[CH:4][C:5]=3[CH2:6][CH2:7][CH2:8]2)[CH2:12][CH2:13][CH2:14][CH2:15][N:16]2[C:24](=[O:25])[C:23]3[C:18](=[CH:19][CH:20]=[CH:21][CH:22]=3)[C:17]2=[O:26])[CH:34]=[CH:33][CH:32]=1. (2) Given the reactants [CH3:1][O:2][C:3]1[CH:4]=[C:5]([CH2:11][CH2:12][C@@H:13]([O:29][C:30]([C@@H:32]2[CH2:37][CH2:36][CH2:35][CH2:34][N:33]2[C:38](=[O:46])[C:39](=[O:45])[C:40]([CH3:44])([CH3:43])[CH2:41][CH3:42])=[O:31])[C:14]2[CH:19]=[CH:18][CH:17]=[C:16]([O:20][CH2:21][C:22]([NH:24][CH2:25][CH2:26][CH2:27][OH:28])=[O:23])[CH:15]=2)[CH:6]=[CH:7][C:8]=1[O:9][CH3:10].C1N=CN([C:52](N2C=NC=C2)=[O:53])C=1.Cl.[NH2:60][C@@H:61]([CH2:82][C:83]1[CH:88]=[CH:87][CH:86]=[CH:85][CH:84]=1)[C@H:62]([OH:81])[CH2:63][N:64]([CH2:77][CH:78]([CH3:80])[CH3:79])[S:65]([C:68]1[CH:73]=[CH:72][C:71]([N+:74]([O-:76])=[O:75])=[CH:70][CH:69]=1)(=[O:67])=[O:66], predict the reaction product. The product is: [CH2:82]([C@@H:61]([C@H:62]([OH:81])[CH2:63][N:64]([S:65]([C:68]1[CH:69]=[CH:70][C:71]([N+:74]([O-:76])=[O:75])=[CH:72][CH:73]=1)(=[O:66])=[O:67])[CH2:77][CH:78]([CH3:79])[CH3:80])[NH:60][C:52](=[O:53])[O:28][CH2:27][CH2:26][CH2:25][NH:24][C:22](=[O:23])[CH2:21][O:20][C:16]1[CH:15]=[C:14]([C@H:13]([O:29][C:30]([C@@H:32]2[CH2:37][CH2:36][CH2:35][CH2:34][N:33]2[C:38](=[O:46])[C:39](=[O:45])[C:40]([CH3:43])([CH3:44])[CH2:41][CH3:42])=[O:31])[CH2:12][CH2:11][C:5]2[CH:6]=[CH:7][C:8]([O:9][CH3:10])=[C:3]([O:2][CH3:1])[CH:4]=2)[CH:19]=[CH:18][CH:17]=1)[C:83]1[CH:84]=[CH:85][CH:86]=[CH:87][CH:88]=1. (3) Given the reactants [CH2:1]([S:4][C:5]1[N:9]([C:10]2[CH:19]=[CH:18][C:13]([C:14]([O:16]C)=[O:15])=[CH:12][CH:11]=2)[N:8]=[CH:7][C:6]=1[C:20]([N:22]1[CH2:26][CH2:25][CH:24]([C:27]2[CH:32]=[CH:31][CH:30]=[CH:29][C:28]=2[C:33]([F:36])([F:35])[F:34])[CH2:23]1)=[O:21])[CH2:2][CH3:3].[OH-].[Na+], predict the reaction product. The product is: [CH2:1]([S:4][C:5]1[N:9]([C:10]2[CH:11]=[CH:12][C:13]([C:14]([OH:16])=[O:15])=[CH:18][CH:19]=2)[N:8]=[CH:7][C:6]=1[C:20]([N:22]1[CH2:26][CH2:25][CH:24]([C:27]2[CH:32]=[CH:31][CH:30]=[CH:29][C:28]=2[C:33]([F:34])([F:35])[F:36])[CH2:23]1)=[O:21])[CH2:2][CH3:3]. (4) Given the reactants C([NH:9][C:10]1[S:11][CH2:12][C@@H:13]2[CH2:18][N:17]([C:19]3[N:24]=[CH:23][C:22]([F:25])=[CH:21][N:20]=3)[CH2:16][C@:14]2([C:26]2[CH:27]=[C:28]([NH:33][C:34]([C:36]3[C:41]([F:42])=[CH:40][C:39]([F:43])=[CH:38][N:37]=3)=[O:35])[CH:29]=[CH:30][C:31]=2[F:32])[N:15]=1)(=O)C1C=CC=CC=1.[ClH:44].CON.N1C=CC=CC=1, predict the reaction product. The product is: [ClH:44].[NH2:9][C:10]1[S:11][CH2:12][C@@H:13]2[CH2:18][N:17]([C:19]3[N:20]=[CH:21][C:22]([F:25])=[CH:23][N:24]=3)[CH2:16][C@:14]2([C:26]2[CH:27]=[C:28]([NH:33][C:34]([C:36]3[C:41]([F:42])=[CH:40][C:39]([F:43])=[CH:38][N:37]=3)=[O:35])[CH:29]=[CH:30][C:31]=2[F:32])[N:15]=1. (5) Given the reactants [CH2:1]([S:3](Cl)(=[O:5])=[O:4])[CH3:2].Cl.[CH2:8]([O:10][C:11](=[O:14])[CH2:12][NH2:13])[CH3:9], predict the reaction product. The product is: [CH2:8]([O:10][C:11](=[O:14])[CH2:12][NH:13][S:3]([CH2:1][CH3:2])(=[O:5])=[O:4])[CH3:9].